From a dataset of hERG Central: cardiac toxicity at 1µM, 10µM, and general inhibition. Predict hERG channel inhibition at various concentrations. (1) The drug is COc1ccc(C(CNC(=O)C(C)(C)Oc2ccc(Cl)cc2)N2CCCCC2)cc1. Results: hERG_inhib (hERG inhibition (general)): blocker. (2) The drug is Clc1ccc(-c2nnc(NCCN3CCCC3)c3ccccc23)cc1. Results: hERG_inhib (hERG inhibition (general)): blocker. (3) The molecule is O=C1NCC(COc2ccc([N+](=O)[O-])cc2)O1. Results: hERG_inhib (hERG inhibition (general)): blocker. (4) The molecule is O=c1cc(CSc2ccc(Cl)cc2)nc(-c2ccccc2)[nH]1. Results: hERG_inhib (hERG inhibition (general)): blocker. (5) The compound is CCOC(=O)/C(=N\Nc1ccccc1)Sc1nnc(-c2ccc(OC)cc2)n1C. Results: hERG_inhib (hERG inhibition (general)): blocker. (6) The molecule is Cc1ccc(-n2cc(CNC(C)Cn3cncn3)c(-c3ccc(F)cc3)n2)cc1. Results: hERG_inhib (hERG inhibition (general)): blocker. (7) The compound is CCn1cc(C(=O)NCCCN2CCCC(C)C2)c(=O)c2cc(S(=O)(=O)N(C)C3CCCCC3)ccc21. Results: hERG_inhib (hERG inhibition (general)): blocker. (8) The molecule is COc1ccccc1N1CCN(CC(O)COc2cccc3ccccc23)CC1.Cl. Results: hERG_inhib (hERG inhibition (general)): blocker. (9) The compound is COc1ccc(N=C2SC(C(=O)N3CCN(c4ccc([N+](=O)[O-])cc4)CC3)CC(=O)N2C)cc1. Results: hERG_inhib (hERG inhibition (general)): blocker. (10) The molecule is O=C(CCNS(=O)(=O)c1ccc(Br)cc1)NC1CCN(Cc2ccccc2)CC1. Results: hERG_inhib (hERG inhibition (general)): blocker.